Dataset: Catalyst prediction with 721,799 reactions and 888 catalyst types from USPTO. Task: Predict which catalyst facilitates the given reaction. (1) Reactant: [CH2:1]([N:3]([CH2:21][CH3:22])[CH2:4][CH2:5][N:6]1[CH2:13][CH2:12][CH2:11][CH2:10][C:9]2[NH:14][C:15]([CH:18]=O)=[C:16]([CH3:17])[C:8]=2[C:7]1=[O:20])[CH3:2].[F:23][C:24]1[CH:25]=[C:26]2[C:30](=[CH:31][CH:32]=1)[NH:29][C:28](=[O:33])[CH2:27]2.N1CCCCC1. Product: [CH2:1]([N:3]([CH2:21][CH3:22])[CH2:4][CH2:5][N:6]1[CH2:13][CH2:12][CH2:11][CH2:10][C:9]2[NH:14][C:15]([CH:18]=[C:27]3[C:26]4[C:30](=[CH:31][CH:32]=[C:24]([F:23])[CH:25]=4)[NH:29][C:28]3=[O:33])=[C:16]([CH3:17])[C:8]=2[C:7]1=[O:20])[CH3:2]. The catalyst class is: 8. (2) Reactant: FC(F)(F)C(O)=O.[CH2:8]([C:16]1[CH:28]=[CH:27][C:19]([C:20]([O:22]C(C)(C)C)=[O:21])=[C:18]([NH:29][C:30]([C:32]2[CH:33]=[N:34][C:35]([N:38]3[CH:42]=[CH:41][CH:40]=[CH:39]3)=[CH:36][CH:37]=2)=[O:31])[CH:17]=1)[CH2:9][C:10]1[CH:15]=[CH:14][CH:13]=[CH:12][CH:11]=1. Product: [CH2:8]([C:16]1[CH:28]=[CH:27][C:19]([C:20]([OH:22])=[O:21])=[C:18]([NH:29][C:30]([C:32]2[CH:33]=[N:34][C:35]([N:38]3[CH:42]=[CH:41][CH:40]=[CH:39]3)=[CH:36][CH:37]=2)=[O:31])[CH:17]=1)[CH2:9][C:10]1[CH:15]=[CH:14][CH:13]=[CH:12][CH:11]=1. The catalyst class is: 2. (3) Reactant: C(=O)([O-])[O-].[K+].[K+].[I-].[Na+].[NH2:9][CH2:10][CH2:11][OH:12].[CH:13]1([CH2:19][CH2:20]Br)[CH2:18][CH2:17][CH2:16][CH2:15][CH2:14]1.[Cl-:22].[NH4+]. Product: [ClH:22].[CH:13]1([CH2:19][CH2:20][NH:9][CH2:10][CH2:11][OH:12])[CH2:18][CH2:17][CH2:16][CH2:15][CH2:14]1. The catalyst class is: 8. (4) Reactant: [NH2:1][CH:2]([C:6]([OH:8])=[O:7])[CH:3]([CH3:5])[OH:4].[CH2:9](O)[CH2:10][CH2:11][CH2:12][CH2:13][CH2:14][CH2:15][CH2:16][CH2:17][CH2:18][CH2:19][CH3:20].CC1C=CC(S(O)(=O)=O)=CC=1. Product: [NH2:1][CH:2]([CH:3]([OH:4])[CH3:5])[C:6]([O:8][CH2:20][CH2:19][CH2:18][CH2:17][CH2:16][CH2:15][CH2:14][CH2:13][CH2:12][CH2:11][CH2:10][CH3:9])=[O:7]. The catalyst class is: 11. (5) Reactant: [CH3:1][C:2]1[C:3]([O:15][C:16]2[CH:17]=[C:18]([CH:27]=[CH:28][CH:29]=2)/[CH:19]=[C:20]2/[C:21](=[O:26])[NH:22][C:23](=[O:25])[S:24]/2)=[N:4][CH:5]=[N:6][C:7]=1[O:8][CH:9]1[CH2:14][CH2:13][NH:12][CH2:11][CH2:10]1.C(N(CC)CC)C.[CH3:37][S:38](Cl)(=[O:40])=[O:39]. Product: [CH3:1][C:2]1[C:3]([O:15][C:16]2[CH:17]=[C:18]([CH:27]=[CH:28][CH:29]=2)/[CH:19]=[C:20]2/[C:21](=[O:26])[NH:22][C:23](=[O:25])[S:24]/2)=[N:4][CH:5]=[N:6][C:7]=1[O:8][CH:9]1[CH2:10][CH2:11][N:12]([S:38]([CH3:37])(=[O:40])=[O:39])[CH2:13][CH2:14]1. The catalyst class is: 4. (6) Reactant: Br[C:2]1[CH:7]=[CH:6][C:5]([O:8][C:9]([F:12])([F:11])[F:10])=[C:4]([F:13])[CH:3]=1.II.[CH3:16][C:17]([S:20](/[N:22]=[CH:23]/[C:24]1[O:28][CH:27]=[N:26][CH:25]=1)=[O:21])([CH3:19])[CH3:18]. Product: [F:13][C:4]1[CH:3]=[C:2]([CH:23]([C:24]2[O:28][CH:27]=[N:26][CH:25]=2)[NH:22][S:20]([C:17]([CH3:19])([CH3:18])[CH3:16])=[O:21])[CH:7]=[CH:6][C:5]=1[O:8][C:9]([F:12])([F:11])[F:10]. The catalyst class is: 182. (7) Reactant: [C:1]([O:5][C:6]([N:8]1[CH2:13][CH2:12][CH:11]([C:14]2[N:15]([CH2:27][CH2:28][N:29](CC3C=CC=CC=3)[CH3:30])[CH:16]=[C:17]([C:19]3[CH:24]=[CH:23][C:22]([F:25])=[C:21]([F:26])[CH:20]=3)[N:18]=2)[CH2:10][CH2:9]1)=[O:7])([CH3:4])([CH3:3])[CH3:2].Cl[C:39]([O:41][CH2:42][C:43]1[CH:48]=[CH:47][CH:46]=[CH:45][CH:44]=1)=[O:40]. Product: [C:1]([O:5][C:6]([N:8]1[CH2:13][CH2:12][CH:11]([C:14]2[N:15]([CH2:27][CH2:28][N:29]([C:39]([O:41][CH2:42][C:43]3[CH:48]=[CH:47][CH:46]=[CH:45][CH:44]=3)=[O:40])[CH3:30])[CH:16]=[C:17]([C:19]3[CH:24]=[CH:23][C:22]([F:25])=[C:21]([F:26])[CH:20]=3)[N:18]=2)[CH2:10][CH2:9]1)=[O:7])([CH3:4])([CH3:3])[CH3:2]. The catalyst class is: 10. (8) Reactant: [F:1][C:2]1[C:3]([C:8]2[N:9]([CH2:13][C:14]3[N:19]=[CH:18][N:17]4[N:20]=[C:21]([OH:23])[N:22]=[C:16]4[C:15]=3[CH2:24][CH2:25][CH3:26])[CH:10]=[CH:11][N:12]=2)=[N:4][CH:5]=[CH:6][CH:7]=1.C(=O)([O-])[O-].[K+].[K+].I[CH:34]([CH3:36])[CH3:35].O. Product: [F:1][C:2]1[C:3]([C:8]2[N:9]([CH2:13][C:14]3[N:19]=[CH:18][N:17]4[N:20]=[C:21]([O:23][CH:34]([CH3:36])[CH3:35])[N:22]=[C:16]4[C:15]=3[CH2:24][CH2:25][CH3:26])[CH:10]=[CH:11][N:12]=2)=[N:4][CH:5]=[CH:6][CH:7]=1. The catalyst class is: 3. (9) Reactant: [N:1]([CH:4]1[CH2:7][N:6]([C:8]([N:10]2[CH2:16][CH2:15][CH2:14][N:13]([CH:17]3[CH2:20][CH2:19][CH2:18]3)[CH2:12][CH2:11]2)=[O:9])[CH2:5]1)=[N+]=[N-].O.C1C=CC(P(C2C=CC=CC=2)C2C=CC=CC=2)=CC=1. Product: [CH:17]1([N:13]2[CH2:14][CH2:15][CH2:16][N:10]([C:8]([N:6]3[CH2:5][CH:4]([NH2:1])[CH2:7]3)=[O:9])[CH2:11][CH2:12]2)[CH2:20][CH2:19][CH2:18]1. The catalyst class is: 1. (10) Reactant: [CH2:1]([NH:3][C:4]1[CH:9]=[CH:8][CH:7]=[CH:6][CH:5]=1)[CH3:2].[Cl:10][C:11]1[CH:20]=[CH:19][CH:18]=[C:17]2[C:12]=1[C:13]([OH:28])=[C:14]([C:23]([O:25]CC)=O)[C:15](=[O:22])[N:16]2[CH3:21]. Product: [Cl:10][C:11]1[CH:20]=[CH:19][CH:18]=[C:17]2[C:12]=1[C:13]([OH:28])=[C:14]([C:23]([N:3]([CH2:1][CH3:2])[C:4]1[CH:9]=[CH:8][CH:7]=[CH:6][CH:5]=1)=[O:25])[C:15](=[O:22])[N:16]2[CH3:21]. The catalyst class is: 194.